This data is from Reaction yield outcomes from USPTO patents with 853,638 reactions. The task is: Predict the reaction yield, written as a fraction of the theoretical maximum amount of product (1.0 means a 100% yield; for example, 0.34 means a 34% yield). (1) The product is [NH2:1][C:3]1[N:8]=[CH:7][N:6]=[C:5]([NH:9][C:10]2[CH:11]=[C:12]3[C:16](=[CH:17][CH:18]=2)[NH:15][CH:14]=[CH:13]3)[CH:4]=1. The yield is 0.690. The catalyst is CO. The reactants are [NH3:1].Cl[C:3]1[N:8]=[CH:7][N:6]=[C:5]([NH:9][C:10]2[CH:11]=[C:12]3[C:16](=[CH:17][CH:18]=2)[NH:15][CH:14]=[CH:13]3)[CH:4]=1. (2) The reactants are [N+:1]([C:4]1[CH:9]=[CH:8][C:7]([SH:10])=[CH:6][CH:5]=1)([O-])=O.Br[C:12]1[CH:16]=[CH:15]S[CH:13]=1.[OH-].[K+].[CH3:19][N:20](C=O)C. The catalyst is [Cu]=O. The product is [N:20]1[CH:19]=[CH:15][CH:16]=[CH:12][C:13]=1[S:10][C:7]1[CH:8]=[CH:9][C:4]([NH2:1])=[CH:5][CH:6]=1. The yield is 0.340.